From a dataset of Forward reaction prediction with 1.9M reactions from USPTO patents (1976-2016). Predict the product of the given reaction. (1) Given the reactants [C:1]12([C:7]3[CH:12]=[CH:11][C:10]([N:13]4[CH2:17][C@H:16]([CH2:18][NH:19][C:20](=[O:22])[CH3:21])[O:15][C:14]4=[O:23])=[CH:9][CH:8]=3)[CH2:6][CH:5]1[CH2:4][NH:3][CH2:2]2.C(N(CC)CC)C.Cl[C:32]([O:34][CH3:35])=[O:33], predict the reaction product. The product is: [C:20]([NH:19][CH2:18][C@@H:16]1[O:15][C:14](=[O:23])[N:13]([C:10]2[CH:9]=[CH:8][C:7]([C:1]34[CH2:6][CH:5]3[CH2:4][N:3]([C:32]([O:34][CH3:35])=[O:33])[CH2:2]4)=[CH:12][CH:11]=2)[CH2:17]1)(=[O:22])[CH3:21]. (2) Given the reactants [NH2:1][C@H:2]1[C:6]2([CH2:8][CH2:7]2)[C:5](=O)[N:4]([CH2:10][C:11]2[CH:16]=[CH:15][CH:14]=[CH:13][CH:12]=2)[CH2:3]1.[H-].COCCO[Al+]OCCOC.[Na+].[H-].Cl, predict the reaction product. The product is: [NH2:1][C@H:2]1[C:6]2([CH2:8][CH2:7]2)[CH2:5][N:4]([CH2:10][C:11]2[CH:16]=[CH:15][CH:14]=[CH:13][CH:12]=2)[CH2:3]1.